This data is from Reaction yield outcomes from USPTO patents with 853,638 reactions. The task is: Predict the reaction yield, written as a fraction of the theoretical maximum amount of product (1.0 means a 100% yield; for example, 0.34 means a 34% yield). (1) The reactants are [F:8][C:7]([F:10])([F:9])[C:6](O[C:6](=[O:11])[C:7]([F:10])([F:9])[F:8])=[O:11].[NH2:14][C:15]1[CH:20]=[CH:19][C:18]([CH2:21][CH2:22][CH2:23][C:24]([OH:26])=[O:25])=[CH:17][CH:16]=1. The catalyst is C(Cl)(Cl)Cl. The product is [F:10][C:7]([F:8])([F:9])[C:6]([NH:14][C:15]1[CH:16]=[CH:17][C:18]([CH2:21][CH2:22][CH2:23][C:24]([OH:26])=[O:25])=[CH:19][CH:20]=1)=[O:11]. The yield is 0.690. (2) The reactants are Br[C:2]1[CH:3]=[CH:4][C:5]2[N:9]=[C:8]([C:10]3[CH:15]=[C:14]([C:16]([F:19])([F:18])[F:17])[CH:13]=[CH:12][N:11]=3)[N:7]([CH2:20][O:21][CH2:22][CH2:23][Si:24]([CH3:27])([CH3:26])[CH3:25])[C:6]=2[CH:28]=1.[CH3:29][C:30]1([CH3:46])[C:34]([CH3:36])([CH3:35])[O:33][B:32]([B:32]2[O:33][C:34]([CH3:36])([CH3:35])[C:30]([CH3:46])([CH3:29])[O:31]2)[O:31]1.CC([O-])=O.[K+]. The catalyst is O1CCOCC1.C1C=CC(/C=C/C(/C=C/C2C=CC=CC=2)=O)=CC=1.C1C=CC(/C=C/C(/C=C/C2C=CC=CC=2)=O)=CC=1.C1C=CC(/C=C/C(/C=C/C2C=CC=CC=2)=O)=CC=1.[Pd].[Pd]. The product is [CH3:29][C:30]1([CH3:46])[C:34]([CH3:36])([CH3:35])[O:33][B:32]([C:2]2[CH:3]=[CH:4][C:5]3[N:9]=[C:8]([C:10]4[CH:15]=[C:14]([C:16]([F:19])([F:18])[F:17])[CH:13]=[CH:12][N:11]=4)[N:7]([CH2:20][O:21][CH2:22][CH2:23][Si:24]([CH3:27])([CH3:26])[CH3:25])[C:6]=3[CH:28]=2)[O:31]1. The yield is 0.932. (3) The reactants are [C:1]([C:3]1[CH:52]=[CH:51][C:6]([CH2:7][N:8]([CH2:25][C:26]2[CH:31]=[CH:30][C:29]([O:32][C:33]3[CH:38]=[CH:37][C:36]([N+:39]([O-])=O)=[C:35]([O:42][CH2:43][CH2:44][C:45]4[CH:46]=[N:47][CH:48]=[CH:49][CH:50]=4)[CH:34]=3)=[CH:28][CH:27]=2)[C:9]2[C:10]([CH3:24])=[C:11]([N:15]([S:20]([CH3:23])(=[O:22])=[O:21])[S:16]([CH3:19])(=[O:18])=[O:17])[CH:12]=[CH:13][CH:14]=2)=[CH:5][CH:4]=1)#[N:2].[NH4+].[Cl-]. The catalyst is CCOC(C)=O.CCO.C(Cl)Cl.[Fe]. The product is [NH2:39][C:36]1[CH:37]=[CH:38][C:33]([O:32][C:29]2[CH:30]=[CH:31][C:26]([CH2:25][N:8]([CH2:7][C:6]3[CH:51]=[CH:52][C:3]([C:1]#[N:2])=[CH:4][CH:5]=3)[C:9]3[C:10]([CH3:24])=[C:11]([N:15]([S:20]([CH3:23])(=[O:21])=[O:22])[S:16]([CH3:19])(=[O:17])=[O:18])[CH:12]=[CH:13][CH:14]=3)=[CH:27][CH:28]=2)=[CH:34][C:35]=1[O:42][CH2:43][CH2:44][C:45]1[CH:46]=[N:47][CH:48]=[CH:49][CH:50]=1. The yield is 0.960. (4) The catalyst is O1CCCC1. The reactants are C([O:3][C:4]([C:6]1[CH:10]=[C:9]([C:11]2[CH:16]=[CH:15][C:14]([C:17]([F:20])([F:19])[F:18])=[CH:13][CH:12]=2)[NH:8][N:7]=1)=O)C.[H-].[Al+3].[Li+].[H-].[H-].[H-].O.[OH-].[Na+]. The product is [F:20][C:17]([F:18])([F:19])[C:14]1[CH:13]=[CH:12][C:11]([C:9]2[NH:8][N:7]=[C:6]([CH2:4][OH:3])[CH:10]=2)=[CH:16][CH:15]=1. The yield is 0.590.